Dataset: Forward reaction prediction with 1.9M reactions from USPTO patents (1976-2016). Task: Predict the product of the given reaction. Given the reactants Br[C:2]1[CH:3]=[CH:4][C:5]([S:8]([N:11]2[CH2:15][CH2:14][CH2:13][CH2:12]2)(=[O:10])=[O:9])=[N:6][CH:7]=1.[CH3:16][C:17]([C:20]1[NH:31][C:23]2=[N:24][CH:25]=[CH:26][C:27](B(O)O)=[C:22]2[CH:21]=1)([CH3:19])[CH3:18].C(=O)(O)[O-].[Na+], predict the reaction product. The product is: [CH3:19][C:17]([C:20]1[NH:31][C:23]2=[N:24][CH:25]=[CH:26][C:27]([C:2]3[CH:7]=[N:6][C:5]([S:8]([N:11]4[CH2:15][CH2:14][CH2:13][CH2:12]4)(=[O:10])=[O:9])=[CH:4][CH:3]=3)=[C:22]2[CH:21]=1)([CH3:16])[CH3:18].